The task is: Binary Classification. Given a miRNA mature sequence and a target amino acid sequence, predict their likelihood of interaction.. This data is from Experimentally validated miRNA-target interactions with 360,000+ pairs, plus equal number of negative samples. (1) The miRNA is hsa-miR-548ah-3p with sequence CAAAAACUGCAGUUACUUUUGC. The protein sequence of the target gene is MDDKAFTKELDQWVEQLNECKQLNENQVRTLCEKAKEILTKESNVQEVRCPVTVCGDVHGQFHDLMELFRIGGKSPDTNYLFMGDYVDRGYYSVETVTLLVALKVRYPERITILRGNHESRQITQVYGFYDECLRKYGNANVWKYFTDLFDYLPLTALVDGQIFCLHGGLSPSIDTLDHIRALDRLQEVPHEGPMCDLLWSDPDDRGGWGISPRGAGYTFGQDISETFNHANGLTLVSRAHQLVMEGYNWCHDRNVVTIFSAPNYCYRCGNQAAIMELDDTLKYSFLQFDPAPRRGEPHV.... Result: 0 (no interaction). (2) The miRNA is mmu-miR-466o-3p with sequence UACAUACAUGCACACAUAAGAC. The protein sequence of the target gene is MDHAEENEIPAETQRYYVERPIFSHPVLQERLHVKDKVTESIGDKLKQAFTCTPKKIRNIIYMFLPITKWLPAYKFKEYVLGDLVSGISTGVLQLPQGLAFAMLAAVPPVFGLYSSFYPVIMYCFFGTSRHISIGPFAVISLMIGGVAVRLVPDDIVIPGGVNATNGTEARDALRVKVAMSVTLLSGIIQFCLGVCRFGFVAIYLTEPLVRGFTTAAAVHVFTSMLKYLFGVKTKRYSGIFSVVYSTVAVLQNVKNLNVCSLGVGLMVFGLLLGGKEFNERFKEKLPAPIPLEFFAVVMG.... Result: 0 (no interaction). (3) The miRNA is mmu-miR-434-5p with sequence GCUCGACUCAUGGUUUGAACCA. The protein sequence of the target gene is MNRKWEAKLKQIEERASHYERKPLSSVYRPRLSKPEEPPSIWRLFHRQAQAFNFVKSCKEDVHVFALECKVGDGQRIYLVTTYAEFWFYYKSRKNLLHCYEVIPENAVCKLYFDLEFNKPANPGADGKKMVALLIEYVCKALQELYGVNCSAEDVLNLDSSTDEKFSRHLIFQLHDVAFKDNIHVGNFLRKILQPALDLLGSEDDDSAPETTGHGFPHFSEAPARQGFSFNKMFTEKATEESWTSNSKKLERLGSAEQSSPDLSFLVVKNNMGEKHLFVDLGVYTRNRNFRLYKSSKIGK.... Result: 0 (no interaction). (4) The miRNA is hsa-miR-6828-3p with sequence AUCUGCUCUCUUGUUCCCAG. The protein sequence of the target gene is MALKVLPLHRTVLFAAILFLLHLACKVSCETGDCRQQEFKDRSGNCVLCKQCGPGMELSKECGFGYGEDAQCVPCRPHRFKEDWGFQKCKPCADCALVNRFQRANCSHTSDAVCGDCLPGFYRKTKLVGFQDMECVPCGDPPPPYEPHCTSKVNLVKISSTVSSPRDTALAAVICSALATVLLALLILCVIYCKRQFMEKKPSWSLRSQDIQYNGSELSCFDQPRLRHCAHRACCQYHRDSAPMYGPVHLIPSLCCEEARSSARAVLGCGLRSPTTLQERNPASVGDTMPAFFGSVSRSI.... Result: 0 (no interaction). (5) The miRNA is hsa-miR-183-5p with sequence UAUGGCACUGGUAGAAUUCACU. The protein sequence of the target gene is MDGPAIITQVTNPKEDEGRLPGAGEKASQCNVSLKKQRSRSILSSFFCCFRDYNVEAPPPSSPSVLPPLVEENGGLQKGDQRQVIPIPSPPAKYLLPEVTVLDYGKKCVVIDLDETLVHSSFKPISNADFIVPVEIDGTIHQVYVLKRPHVDEFLQRMGQLFECVLFTASLAKYADPVADLLDRWGVFRARLFRESCVFHRGNYVKDLSRLGRELSKVIIVDNSPASYIFHPENAVPVQSWFDDMTDTELLDLIPFFEGLSREDDVYSMLHRLCNR. Result: 1 (interaction). (6) The miRNA is hsa-miR-1285-5p with sequence GAUCUCACUUUGUUGCCCAGG. Result: 0 (no interaction). The protein sequence of the target gene is MAQSINITELNLPQLEMLKNQLDQEVEFLSTSIAQLKVVQTKYVEAKDCLNVLNKSNEGKELLVPLTSSMYVPGKLHDVEHVLIDVGTGYYVEKTAEDAKDFFKRKIDFLTKQMEKIQPALQEKHAMKQAVMEMMSQKIQQLTALGAAQATAKA.